This data is from Catalyst prediction with 721,799 reactions and 888 catalyst types from USPTO. The task is: Predict which catalyst facilitates the given reaction. Reactant: [NH2:1][C:2]1[CH:3]=[C:4]2[C:8](=[CH:9][CH:10]=1)[NH:7][CH:6]=[CH:5]2.[C:11]([O:15][C:16](O[C:16]([O:15][C:11]([CH3:14])([CH3:13])[CH3:12])=[O:17])=[O:17])([CH3:14])([CH3:13])[CH3:12]. Product: [C:11]([O:15][C:16](=[O:17])[NH:1][C:2]1[CH:3]=[C:4]2[C:8](=[CH:9][CH:10]=1)[NH:7][CH:6]=[CH:5]2)([CH3:14])([CH3:13])[CH3:12]. The catalyst class is: 25.